This data is from Full USPTO retrosynthesis dataset with 1.9M reactions from patents (1976-2016). The task is: Predict the reactants needed to synthesize the given product. (1) Given the product [CH2:39]([O:38][C:12]1[CH:11]=[C:10]([NH:9][CH3:1])[CH:37]=[CH:36][C:13]=1[C:14]([NH:16][C:17]1[CH:29]=[C:28]([C:30]2[CH:35]=[CH:34][CH:33]=[CH:32][CH:31]=2)[CH:27]=[CH:26][C:18]=1[C:19]([O:21][C:22]([CH3:24])([CH3:25])[CH3:23])=[O:20])=[O:15])[C:40]1[CH:45]=[CH:44][CH:43]=[CH:42][CH:41]=1.[CH2:39]([O:38][C:12]1[CH:11]=[C:61]([N:60]([CH3:64])[CH3:59])[CH:62]=[CH:36][C:13]=1[C:14]([NH:16][C:17]1[CH:29]=[C:28]([C:30]2[CH:31]=[CH:32][CH:33]=[CH:34][CH:35]=2)[CH:27]=[CH:26][C:18]=1[C:19]([O:21][C:22]([CH3:25])([CH3:24])[CH3:23])=[O:20])=[O:15])[C:40]1[CH:45]=[CH:44][CH:43]=[CH:42][CH:41]=1, predict the reactants needed to synthesize it. The reactants are: [C:1](=O)([O-])[O-].[K+].[K+].CI.[NH2:9][C:10]1[CH:37]=[CH:36][C:13]([C:14]([NH:16][C:17]2[CH:29]=[C:28]([C:30]3[CH:35]=[CH:34][CH:33]=[CH:32][CH:31]=3)[CH:27]=[CH:26][C:18]=2[C:19]([O:21][C:22]([CH3:25])([CH3:24])[CH3:23])=[O:20])=[O:15])=[C:12]([O:38][CH2:39][C:40]2[CH:45]=[CH:44][CH:43]=[CH:42][CH:41]=2)[CH:11]=1.C(O)(=O)CC(CC(O)=O)(C(O)=O)O.[CH3:59][N:60]([CH3:64])[C:61](=O)[CH3:62]. (2) Given the product [Si:1]([O:18][CH2:19][CH2:20][CH:21]1[CH2:23][CH:22]1[C@@H:24]([NH2:29])[CH2:25][CH:26]([CH3:27])[CH3:28])([C:14]([CH3:17])([CH3:16])[CH3:15])([C:8]1[CH:9]=[CH:10][CH:11]=[CH:12][CH:13]=1)[C:2]1[CH:3]=[CH:4][CH:5]=[CH:6][CH:7]=1, predict the reactants needed to synthesize it. The reactants are: [Si:1]([O:18][CH2:19][CH2:20][CH:21]1[CH2:23][CH:22]1[C@@H:24]([NH:29]C(=O)OCC1C=CC=CC=1)[CH2:25][CH:26]([CH3:28])[CH3:27])([C:14]([CH3:17])([CH3:16])[CH3:15])([C:8]1[CH:13]=[CH:12][CH:11]=[CH:10][CH:9]=1)[C:2]1[CH:7]=[CH:6][CH:5]=[CH:4][CH:3]=1. (3) Given the product [Cl:1][C:2]1[N:10]=[C:9]2[C:5]([N:6]=[C:7]([CH2:12][N:27]3[CH2:28][CH2:29][CH:24]([CH:22]4[CH2:23][O:20][CH2:21]4)[CH2:25][CH2:26]3)[N:8]2[CH3:11])=[C:4]([N:14]2[CH2:19][CH2:18][O:17][CH2:16][CH2:15]2)[N:3]=1, predict the reactants needed to synthesize it. The reactants are: [Cl:1][C:2]1[N:10]=[C:9]2[C:5]([N:6]=[C:7]([CH:12]=O)[N:8]2[CH3:11])=[C:4]([N:14]2[CH2:19][CH2:18][O:17][CH2:16][CH2:15]2)[N:3]=1.[O:20]1[CH2:23][CH:22]([CH:24]2[CH2:29][CH2:28][NH:27][CH2:26][CH2:25]2)[CH2:21]1.C(O[BH-](OC(=O)C)OC(=O)C)(=O)C.[Na+]. (4) Given the product [C:1]([C:3]1[CH:8]=[CH:7][C:6]([CH3:9])=[C:5]([NH2:10])[CH:4]=1)#[N:2], predict the reactants needed to synthesize it. The reactants are: [C:1]([C:3]1[CH:8]=[CH:7][C:6]([CH3:9])=[C:5]([N+:10]([O-])=O)[CH:4]=1)#[N:2].[H][H].